Predict the product of the given reaction. From a dataset of Forward reaction prediction with 1.9M reactions from USPTO patents (1976-2016). (1) The product is: [C:1]([C:3]1[CH:4]=[C:5]([C:12]([O:14][CH2:15][CH3:16])=[O:13])[S:6][C:7]=1[S:8][C:11]1[C:19]([Cl:18])=[CH:20][N:21]=[CH:22][C:23]=1[Cl:26])#[N:2]. Given the reactants [C:1]([C:3]1[CH:4]=[C:5]([C:12]([O:14][CH2:15][CH3:16])=[O:13])[S:6][C:7]=1[S:8]([CH3:11])(=O)=O)#[N:2].[Na].[Cl:18][C:19]1[CH:20]=[N+:21]([O-])[CH:22]=[C:23]([Cl:26])C=1S.C(N(C(C)C)C(C)C)C, predict the reaction product. (2) Given the reactants [Cl:1][C:2]1[C:10]([CH3:11])=[N:9][C:8]2[N:4]([N:5]=[C:6]3[CH2:14][N:13]([C:15]([C:17]4[CH:22]=[CH:21][C:20]([F:23])=[CH:19][C:18]=4[O:24][CH:25]4[CH2:34][CH2:33][C:28]5(OCC[O:29]5)[CH2:27][CH2:26]4)=[O:16])[CH2:12][C:7]3=2)[C:3]=1[CH3:35].Cl.O, predict the reaction product. The product is: [Cl:1][C:2]1[C:10]([CH3:11])=[N:9][C:8]2[N:4]([N:5]=[C:6]3[CH2:14][N:13]([C:15]([C:17]4[CH:22]=[CH:21][C:20]([F:23])=[CH:19][C:18]=4[O:24][CH:25]4[CH2:34][CH2:33][C:28](=[O:29])[CH2:27][CH2:26]4)=[O:16])[CH2:12][C:7]3=2)[C:3]=1[CH3:35].